This data is from NCI-60 drug combinations with 297,098 pairs across 59 cell lines. The task is: Regression. Given two drug SMILES strings and cell line genomic features, predict the synergy score measuring deviation from expected non-interaction effect. (1) Drug 1: CC(CN1CC(=O)NC(=O)C1)N2CC(=O)NC(=O)C2. Drug 2: C1=CN(C=N1)CC(O)(P(=O)(O)O)P(=O)(O)O. Cell line: MOLT-4. Synergy scores: CSS=11.6, Synergy_ZIP=-9.72, Synergy_Bliss=-19.9, Synergy_Loewe=-24.3, Synergy_HSA=-19.4. (2) Drug 1: CC(C1=C(C=CC(=C1Cl)F)Cl)OC2=C(N=CC(=C2)C3=CN(N=C3)C4CCNCC4)N. Drug 2: CC1=C(C(=CC=C1)Cl)NC(=O)C2=CN=C(S2)NC3=CC(=NC(=N3)C)N4CCN(CC4)CCO. Cell line: OVCAR-8. Synergy scores: CSS=12.3, Synergy_ZIP=2.26, Synergy_Bliss=3.75, Synergy_Loewe=2.23, Synergy_HSA=3.22. (3) Drug 1: CN(C)C1=NC(=NC(=N1)N(C)C)N(C)C. Drug 2: C1=CC(=CC=C1CCCC(=O)O)N(CCCl)CCCl. Cell line: K-562. Synergy scores: CSS=3.08, Synergy_ZIP=-6.18, Synergy_Bliss=-1.91, Synergy_Loewe=-17.6, Synergy_HSA=-5.46.